This data is from Forward reaction prediction with 1.9M reactions from USPTO patents (1976-2016). The task is: Predict the product of the given reaction. (1) Given the reactants [CH3:1][N:2]1[C:6]([C:7](=[N:14][O:15][CH2:16][C:17]2[N:22]=[C:21]([NH2:23])[CH:20]=[CH:19][CH:18]=2)[C:8]2[CH:13]=[CH:12][CH:11]=[CH:10][CH:9]=2)=[N:5][CH:4]=[N:3]1.[C:24](Cl)(=[O:30])[CH2:25][CH2:26][CH2:27][CH2:28][CH3:29], predict the reaction product. The product is: [CH3:1][N:2]1[C:6]([C:7](=[N:14][O:15][CH2:16][C:17]2[N:22]=[C:21]([NH:23][C:24](=[O:30])[CH2:25][CH2:26][CH2:27][CH2:28][CH3:29])[CH:20]=[CH:19][CH:18]=2)[C:8]2[CH:9]=[CH:10][CH:11]=[CH:12][CH:13]=2)=[N:5][CH:4]=[N:3]1. (2) Given the reactants [F:1][C:2]1[CH:25]=[CH:24][C:5]([CH2:6][NH:7][C:8]([C:10]2C(OC)=[C:18]3[C:13]([CH:14]=[CH:15][CH:16]=[N:17]3)=[C:12]([NH:22][CH3:23])[N:11]=2)=[O:9])=[CH:4][CH:3]=1.[CH:26]([N:29]([CH:32](C)C)[CH2:30]C)(C)C.ClC(Cl)(O[C:39](=O)[O:40][C:41](Cl)(Cl)Cl)Cl.CNC.C1C[O:53]CC1, predict the reaction product. The product is: [CH3:26][N:29]([CH3:32])[C:30]([N:22]([CH3:23])[C:12]1[N:11]=[C:10]([C:8]([NH:7][CH2:6][C:5]2[CH:4]=[CH:3][C:2]([F:1])=[CH:25][CH:24]=2)=[O:9])[C:39]([O:40][CH3:41])=[C:18]2[C:13]=1[CH:14]=[CH:15][CH:16]=[N:17]2)=[O:53]. (3) The product is: [CH2:1]([NH:8][C:9](=[O:10])[NH:11][N:12]([CH2:14][C:15]([NH:18][C@@H:19]([CH3:43])[C:20]([N:22]([C@@H:34]([CH3:42])[CH:35]([O:39][CH2:40][CH3:41])[O:36][CH2:37][CH3:38])[CH2:23][C:24]1[CH:25]=[CH:26][CH:27]=[C:28]2[C:33]=1[N:32]=[CH:31][CH:30]=[CH:29]2)=[O:21])=[O:17])[CH3:13])[C:2]1[CH:3]=[CH:4][CH:5]=[CH:6][CH:7]=1. Given the reactants [CH2:1]([NH:8][C:9]([NH:11][N:12]([CH2:14][C:15]([OH:17])=O)[CH3:13])=[O:10])[C:2]1[CH:7]=[CH:6][CH:5]=[CH:4][CH:3]=1.[NH2:18][C@@H:19]([CH3:43])[C:20]([N:22]([C@@H:34]([CH3:42])[CH:35]([O:39][CH2:40][CH3:41])[O:36][CH2:37][CH3:38])[CH2:23][C:24]1[CH:25]=[CH:26][CH:27]=[C:28]2[C:33]=1[N:32]=[CH:31][CH:30]=[CH:29]2)=[O:21], predict the reaction product. (4) Given the reactants [Cl:1][C:2]1[CH:3]=[C:4]([CH:6]=[CH:7][C:8]=1[S:9][CH3:10])N.[OH:11]S(O)(=O)=O.N([O-])=O.[Na+], predict the reaction product. The product is: [Cl:1][C:2]1[CH:3]=[C:4]([OH:11])[CH:6]=[CH:7][C:8]=1[S:9][CH3:10]. (5) Given the reactants [F:1][C:2]1([F:25])[CH2:7][CH2:6][CH2:5][C:4]([CH2:9][NH:10][C:11]([C:13]2[C:14]3[CH:15]=[CH:16][C:17](Cl)=[N:18][C:19]=3[CH:20]=[CH:21][C:22]=2[Cl:23])=[O:12])([OH:8])[CH2:3]1.CCN(C(C)C)C(C)C.[F:35][C:36]1([F:40])[CH2:39][NH:38][CH2:37]1, predict the reaction product. The product is: [F:1][C:2]1([F:25])[CH2:7][CH2:6][CH2:5][C:4]([CH2:9][NH:10][C:11]([C:13]2[C:14]3[CH:15]=[CH:16][C:17]([N:38]4[CH2:39][C:36]([F:40])([F:35])[CH2:37]4)=[N:18][C:19]=3[CH:20]=[CH:21][C:22]=2[Cl:23])=[O:12])([OH:8])[CH2:3]1. (6) Given the reactants BrCCC#N.COC1C=CC(S)=CC=1.[OH-:15].[Na+].[CH3:17][O:18][C:19]1[CH:24]=[CH:23][C:22]([S:25][CH2:26][CH2:27][C:28]#[N:29])=[CH:21][CH:20]=1.[OH:30]O, predict the reaction product. The product is: [CH3:17][O:18][C:19]1[CH:24]=[CH:23][C:22]([S:25]([CH2:26][CH2:27][C:28]#[N:29])(=[O:30])=[O:15])=[CH:21][CH:20]=1.